Dataset: Forward reaction prediction with 1.9M reactions from USPTO patents (1976-2016). Task: Predict the product of the given reaction. (1) Given the reactants [NH:1]1[C:10]2[C:5](=[CH:6][CH:7]=[CH:8][CH:9]=2)[CH2:4][CH2:3][CH2:2]1.C(=O)([O-])[O-].[K+].[K+].Cl[C:18]([O:20][CH3:21])=[O:19].O, predict the reaction product. The product is: [N:1]1([C:18]([O:20][CH3:21])=[O:19])[C:10]2[C:5](=[CH:6][CH:7]=[CH:8][CH:9]=2)[CH2:4][CH2:3][CH2:2]1. (2) The product is: [CH2:38]([S:35]([N:32]1[CH2:33][CH2:34][CH:29]([C:20]2[C:19]3[C:23](=[C:24]([C:26]([NH2:28])=[O:27])[CH:25]=[C:17]([C:14]4[CH:15]=[N:16][C:11]([N:10]5[CH2:40][CH2:3][O:4][CH2:9][CH2:8]5)=[CH:12][CH:13]=4)[CH:18]=3)[NH:22][CH:21]=2)[CH2:30][CH2:31]1)(=[O:37])=[O:36])[CH3:39]. Given the reactants FC(F)(F)[C:3](O)=[O:4].[CH2:8]([N:10]([CH3:40])[C:11]1[N:16]=[CH:15][C:14]([C:17]2[CH:18]=[C:19]3[C:23](=[C:24]([C:26]([NH2:28])=[O:27])[CH:25]=2)[NH:22][CH:21]=[C:20]3[CH:29]2[CH2:34][CH2:33][N:32]([S:35]([CH2:38][CH3:39])(=[O:37])=[O:36])[CH2:31][CH2:30]2)=[CH:13][CH:12]=1)[CH3:9].CNC, predict the reaction product. (3) Given the reactants I(C1C=CC=CC=1)=O.B(F)(F)F.C[Si](C)(C)[O:15][C:16]([C:18]1[C:27]2[C:22](=[N:23][CH:24]=[CH:25][CH:26]=2)[N:21]=[CH:20][CH:19]=1)=[CH2:17].[CH3:30][OH:31], predict the reaction product. The product is: [CH3:30][O:31][CH2:15][C:16]([C:18]1[C:27]2[C:22](=[N:23][CH:24]=[CH:25][CH:26]=2)[N:21]=[CH:20][CH:19]=1)=[O:17]. (4) Given the reactants Br[C:2]1[CH:3]=[C:4]([NH:15][C:16]2[C:17]([C:32]([NH2:34])=[O:33])=[N:18][CH:19]=[C:20]([O:22][C:23]3[CH:28]=[CH:27][CH:26]=[C:25]([N+:29]([O-:31])=[O:30])[CH:24]=3)[N:21]=2)[CH:5]=[CH:6][C:7]=1[N:8]1[CH2:13][CH2:12][N:11]([CH3:14])[CH2:10][CH2:9]1.[CH3:35][N:36]1[CH2:40][CH2:39][CH2:38][C:37]1=O.N1C=CC(B(O)O)=CC=1.C(=O)([O-])[O-].[Na+].[Na+], predict the reaction product. The product is: [CH3:14][N:11]1[CH2:12][CH2:13][N:8]([C:7]2[CH:6]=[CH:5][C:4]([NH:15][C:16]3[C:17]([C:32]([NH2:34])=[O:33])=[N:18][CH:19]=[C:20]([O:22][C:23]4[CH:28]=[CH:27][CH:26]=[C:25]([N+:29]([O-:31])=[O:30])[CH:24]=4)[N:21]=3)=[CH:3][C:2]=2[C:39]2[CH:40]=[CH:35][N:36]=[CH:37][CH:38]=2)[CH2:9][CH2:10]1. (5) Given the reactants Cl.[CH3:2][O:3][C:4](=[O:7])[CH2:5][NH2:6].[CH2:8]=[C:9]1[O:13][C:11](=[O:12])[CH2:10]1.C([O-])(O)=O.[Na+], predict the reaction product. The product is: [O:13]=[C:9]([CH3:8])[CH2:10][C:11]([NH:6][CH2:5][C:4]([O:3][CH3:2])=[O:7])=[O:12]. (6) Given the reactants Br[C:2]1[C:7]2=[N:8][S:9][N:10]=[C:6]2[C:5](Br)=[CH:4][C:3]=1[F:12].[CH2:13]([C:25]1[CH:26]=[C:27]([Sn](C)(C)C)[S:28][CH:29]=1)[CH2:14][CH2:15][CH2:16][CH2:17][CH2:18][CH2:19][CH2:20][CH2:21][CH2:22][CH2:23][CH3:24], predict the reaction product. The product is: [CH2:13]([C:25]1[CH:26]=[C:27]([C:2]2[C:7]3=[N:8][S:9][N:10]=[C:6]3[C:5]([C:27]3[S:28][CH:29]=[C:25]([CH2:13][CH2:14][CH2:15][CH2:16][CH2:17][CH2:18][CH2:19][CH2:20][CH2:21][CH2:22][CH2:23][CH3:24])[CH:26]=3)=[CH:4][C:3]=2[F:12])[S:28][CH:29]=1)[CH2:14][CH2:15][CH2:16][CH2:17][CH2:18][CH2:19][CH2:20][CH2:21][CH2:22][CH2:23][CH3:24]. (7) Given the reactants [Cl:1][C:2]1[C:11]2[C:6](=[C:7]([N+:13]([O-])=O)[C:8]([CH3:12])=[CH:9][CH:10]=2)[CH:5]=[CH:4][N:3]=1.[CH3:16][C:17]1[S:18][C:19]2[CH:25]=[CH:24][C:23]([NH2:26])=[CH:22][C:20]=2[N:21]=1.C(O)(C(F)(F)F)=O, predict the reaction product. The product is: [ClH:1].[CH3:12][C:8]1[CH:9]=[CH:10][C:11]2[C:2]([NH:26][C:23]3[CH:24]=[CH:25][C:19]4[S:18][C:17]([CH3:16])=[N:21][C:20]=4[CH:22]=3)=[N:3][CH:4]=[CH:5][C:6]=2[C:7]=1[NH2:13]. (8) The product is: [F:32][C:14]([F:13])([F:31])[C:15]1[CH:16]=[CH:17][C:18]([C:21]2[CH:22]=[C:23]3[C:28](=[CH:29][CH:30]=2)[N:27]([C:6]2[CH:7]=[CH:8][C:3]([C:1]#[N:2])=[CH:4][CH:5]=2)[CH2:26][CH2:25][CH2:24]3)=[CH:19][CH:20]=1. Given the reactants [C:1]([C:3]1[CH:8]=[CH:7][C:6](S(Cl)(=O)=O)=[CH:5][CH:4]=1)#[N:2].[F:13][C:14]([F:32])([F:31])[C:15]1[CH:20]=[CH:19][C:18]([C:21]2[CH:22]=[C:23]3[C:28](=[CH:29][CH:30]=2)[NH:27][CH2:26][CH2:25][CH2:24]3)=[CH:17][CH:16]=1, predict the reaction product. (9) The product is: [CH2:14]([C:16]1[CH:21]=[CH:20][C:19]([CH:1]([OH:2])[C:3]2[CH:4]=[C:5]([CH:10]=[CH:11][CH:12]=2)[C:6]([O:8][CH3:9])=[O:7])=[CH:18][CH:17]=1)[CH3:15]. Given the reactants [CH:1]([C:3]1[CH:4]=[C:5]([CH:10]=[CH:11][C:12]=1O)[C:6]([O:8][CH3:9])=[O:7])=[O:2].[CH2:14]([C:16]1[CH:21]=[CH:20][C:19]([Li])=[CH:18][CH:17]=1)[CH3:15].C([Li])(C)(C)C.BrC1C=CC(CC)=CC=1.[Cl-].[NH4+], predict the reaction product. (10) Given the reactants [CH3:1][O:2][C:3]1[CH:47]=[CH:46][CH:45]=[CH:44][C:4]=1[CH2:5][O:6][CH2:7][CH2:8][CH2:9][O:10][C:11]1[CH:16]=[CH:15][C:14]([CH:17]2[CH2:22][CH2:21][N:20]([C:23]([O:25][C:26]([CH3:29])([CH3:28])[CH3:27])=[O:24])[CH2:19][CH:18]2[O:30][CH2:31][CH2:32]OS(C2C=CC(C)=CC=2)(=O)=O)=[CH:13][CH:12]=1.[F:48][C:49]1[CH:54]=[CH:53][C:52]([CH2:55][CH2:56][NH:57][C:58](=[O:60])[CH3:59])=[C:51]([OH:61])[CH:50]=1, predict the reaction product. The product is: [C:58]([NH:57][CH2:56][CH2:55][C:52]1[CH:53]=[CH:54][C:49]([F:48])=[CH:50][C:51]=1[O:61][CH2:32][CH2:31][O:30][CH:18]1[CH:17]([C:14]2[CH:13]=[CH:12][C:11]([O:10][CH2:9][CH2:8][CH2:7][O:6][CH2:5][C:4]3[CH:44]=[CH:45][CH:46]=[CH:47][C:3]=3[O:2][CH3:1])=[CH:16][CH:15]=2)[CH2:22][CH2:21][N:20]([C:23]([O:25][C:26]([CH3:27])([CH3:29])[CH3:28])=[O:24])[CH2:19]1)(=[O:60])[CH3:59].